This data is from Reaction yield outcomes from USPTO patents with 853,638 reactions. The task is: Predict the reaction yield, written as a fraction of the theoretical maximum amount of product (1.0 means a 100% yield; for example, 0.34 means a 34% yield). (1) The reactants are [Cl:1][C:2]1[C:28]([Cl:29])=[CH:27][CH:26]=[CH:25][C:3]=1[CH2:4][C:5]1[CH:6]=[C:7]2[C:12](=[C:13]([F:15])[CH:14]=1)[N:11]([CH2:16][CH2:17][OH:18])[CH:10]=[C:9]([C:19]([O:21]CC)=[O:20])[C:8]2=[O:24].[OH-].[Na+].C(O)(=O)CC(CC(O)=O)(C(O)=O)O. The catalyst is C(O)C.C1COCC1. The product is [Cl:1][C:2]1[C:28]([Cl:29])=[CH:27][CH:26]=[CH:25][C:3]=1[CH2:4][C:5]1[CH:6]=[C:7]2[C:12](=[C:13]([F:15])[CH:14]=1)[N:11]([CH2:16][CH2:17][OH:18])[CH:10]=[C:9]([C:19]([OH:21])=[O:20])[C:8]2=[O:24]. The yield is 0.930. (2) The product is [C:26]([C:2]1[N:3]=[C:4]([O:12][C@H:13]2[C@H:17]([CH3:18])[CH2:16][N:15]([C:19]([O:21][C:22]([CH3:25])([CH3:24])[CH3:23])=[O:20])[CH2:14]2)[C:5]2[C:10]([CH:11]=1)=[CH:9][CH:8]=[CH:7][CH:6]=2)#[N:27]. The catalyst is CCOC(C)=O.[C-]#N.[Zn+2].[C-]#N.C1C=CC([P]([Pd]([P](C2C=CC=CC=2)(C2C=CC=CC=2)C2C=CC=CC=2)([P](C2C=CC=CC=2)(C2C=CC=CC=2)C2C=CC=CC=2)[P](C2C=CC=CC=2)(C2C=CC=CC=2)C2C=CC=CC=2)(C2C=CC=CC=2)C2C=CC=CC=2)=CC=1. The reactants are Cl[C:2]1[N:3]=[C:4]([O:12][C@H:13]2[C@H:17]([CH3:18])[CH2:16][N:15]([C:19]([O:21][C:22]([CH3:25])([CH3:24])[CH3:23])=[O:20])[CH2:14]2)[C:5]2[C:10]([CH:11]=1)=[CH:9][CH:8]=[CH:7][CH:6]=2.[CH3:26][N:27](C=O)C. The yield is 0.820. (3) The product is [C:26]([C:25]1[CH:24]=[CH:23][C:22]([CH2:21][N:12]([CH2:13][C:14]2[CH:19]=[CH:18][C:17]([F:20])=[CH:16][CH:15]=2)[S:9]([C:4]2[CH:5]=[C:6]([Cl:8])[CH:7]=[C:2]([Cl:1])[C:3]=2[OH:34])(=[O:11])=[O:10])=[CH:33][CH:32]=1)(=[O:27])[C:35]1[CH:40]=[CH:39][CH:38]=[CH:37][CH:36]=1. The reactants are [Cl:1][C:2]1[C:3]([OH:34])=[C:4]([S:9]([N:12]([CH2:21][C:22]2[CH:33]=[CH:32][C:25]([C:26](N(OC)C)=[O:27])=[CH:24][CH:23]=2)[CH2:13][C:14]2[CH:19]=[CH:18][C:17]([F:20])=[CH:16][CH:15]=2)(=[O:11])=[O:10])[CH:5]=[C:6]([Cl:8])[CH:7]=1.[C:35]1([Mg]Br)[CH:40]=[CH:39][CH:38]=[CH:37][CH:36]=1. The yield is 0.420. The catalyst is C1COCC1. (4) The reactants are [C:1]([OH:7])(=O)[CH2:2][CH:3]([CH3:5])[CH3:4].[C:8]1([CH:15]=[CH:14][CH:13]=[C:11]([OH:12])[CH:10]=1)[OH:9].B(F)(F)F.CCOCC.C([O-])(=O)C.[Na+]. No catalyst specified. The product is [OH:9][C:8]1[CH:10]=[C:11]([OH:12])[CH:13]=[CH:14][C:15]=1[C:1](=[O:7])[CH2:2][CH:3]([CH3:5])[CH3:4]. The yield is 1.11. (5) The reactants are [CH3:1][C:2]1[CH:7]=[CH:6][N:5]2[CH:8]=[CH:9][N:10]=[C:4]2[N:3]=1.C([O-])(=O)C.[Na+].[Br-:16].[K+].BrBr. The catalyst is CO. The product is [Br:16][C:8]1[N:5]2[CH:6]=[CH:7][C:2]([CH3:1])=[N:3][C:4]2=[N:10][CH:9]=1. The yield is 0.630. (6) The catalyst is O1CCCC1.C(OCC)(=O)C. The yield is 0.590. The product is [O:10]=[C:9]1[CH2:8][CH:7]([S:6][CH2:2][C:3]([OH:5])=[O:4])[CH2:12][O:11]1. The reactants are Br[CH2:2][C:3]([OH:5])=[O:4].[SH:6][CH:7]1[CH2:12][O:11][C:9](=[O:10])[CH2:8]1.C(N(CC)CC)C.O.